From a dataset of Reaction yield outcomes from USPTO patents with 853,638 reactions. Predict the reaction yield, written as a fraction of the theoretical maximum amount of product (1.0 means a 100% yield; for example, 0.34 means a 34% yield). The reactants are [ClH:1].[C:2]1([CH2:8][C:9]([NH2:11])=[NH:10])[CH:7]=[CH:6][CH:5]=[CH:4][CH:3]=1.Cl[O-].[Na+].[Cl-].[Na+]. The catalyst is O. The product is [Cl:1][NH:10][C:9](=[NH:11])[CH2:8][C:2]1[CH:7]=[CH:6][CH:5]=[CH:4][CH:3]=1. The yield is 0.0900.